This data is from Forward reaction prediction with 1.9M reactions from USPTO patents (1976-2016). The task is: Predict the product of the given reaction. (1) The product is: [ClH:19].[CH3:20][N:21]1[CH2:25][CH2:24][CH2:23][CH:22]1[CH2:26][CH2:27][NH:28][S:16]([C:14]1[S:15][C:11]([C:5]2[CH:4]=[C:3]([CH2:1][CH3:2])[C:8](=[O:9])[NH:7][C:6]=2[CH3:10])=[CH:12][CH:13]=1)(=[O:18])=[O:17]. Given the reactants [CH2:1]([C:3]1[C:8](=[O:9])[NH:7][C:6]([CH3:10])=[C:5]([C:11]2[S:15][C:14]([S:16]([Cl:19])(=[O:18])=[O:17])=[CH:13][CH:12]=2)[CH:4]=1)[CH3:2].[CH3:20][N:21]1[CH2:25][CH2:24][CH2:23][CH:22]1[CH2:26][CH2:27][NH2:28].Cl, predict the reaction product. (2) Given the reactants [CH3:1][CH:2]([CH3:15])[C@H:3]([NH:7][C:8]([O:10][CH2:11][CH:12]([CH3:14])[CH3:13])=[O:9])[C:4]([OH:6])=O.CN1CCOCC1.CC(C)COC(Cl)=O.Cl.[NH2:32][C@@H:33]([CH:43]([CH3:45])[CH3:44])[CH2:34][NH:35][C:36]([C:38]1[S:39][CH:40]=[CH:41][CH:42]=1)=[O:37].C(N(CC)CC)C, predict the reaction product. The product is: [S:39]1[CH:40]=[CH:41][CH:42]=[C:38]1[C:36]([NH:35][CH2:34][C@@H:33]([NH:32][C:4](=[O:6])[C@@H:3]([NH:7][C:8]([O:10][CH2:11][CH:12]([CH3:14])[CH3:13])=[O:9])[CH:2]([CH3:1])[CH3:15])[CH:43]([CH3:44])[CH3:45])=[O:37]. (3) Given the reactants [CH3:1][NH:2][C:3]([C:5]1[N:6]=[C:7](I)[NH:8][C:9]=1[CH2:10][CH2:11][CH3:12])=[O:4], predict the reaction product. The product is: [CH3:1][NH:2][C:3]([C:5]1[N:6]=[C:7]([C:7]2[NH:8][C:9]([CH2:10][CH2:11][CH3:12])=[C:5]([C:3]([NH:2][CH3:1])=[O:4])[N:6]=2)[NH:8][C:9]=1[CH2:10][CH2:11][CH3:12])=[O:4]. (4) Given the reactants [C:1]([C:5]1[C:6]([OH:32])=[C:7]([C:25]([CH3:31])=[C:26]([N+:28]([O-])=O)[CH:27]=1)[C:8]([NH:10][C:11]1[CH:16]=[CH:15][C:14]([S:17]([C:20]([F:23])([F:22])[F:21])(=[O:19])=[O:18])=[CH:13][C:12]=1[Cl:24])=[O:9])([CH3:4])([CH3:3])[CH3:2], predict the reaction product. The product is: [NH2:28][C:26]1[C:25]([CH3:31])=[C:7]([C:6]([OH:32])=[C:5]([C:1]([CH3:2])([CH3:3])[CH3:4])[CH:27]=1)[C:8]([NH:10][C:11]1[CH:16]=[CH:15][C:14]([S:17]([C:20]([F:23])([F:21])[F:22])(=[O:19])=[O:18])=[CH:13][C:12]=1[Cl:24])=[O:9]. (5) Given the reactants [BrH:1].[F:2][C:3]([F:11])([F:10])[C:4]1[S:8][C:7](N)=[N:6][N:5]=1.BrBr.N([O-])=O.[Na+].[OH-].[Na+], predict the reaction product. The product is: [Br:1][C:7]1[S:8][C:4]([C:3]([F:11])([F:10])[F:2])=[N:5][N:6]=1. (6) Given the reactants [ClH:1].[NH2:2][CH:3]([CH2:7][NH2:8])[C:4]([OH:6])=[O:5].[CH3:9]O, predict the reaction product. The product is: [ClH:1].[ClH:1].[NH2:2][CH:3]([CH2:7][NH2:8])[C:4]([O:6][CH3:9])=[O:5]. (7) Given the reactants [CH3:1][O:2][CH2:3][CH2:4][N:5]1[CH2:10][CH2:9][N:8]([CH2:11][C:12]2[CH:13]=[C:14]3[N:20]=[C:19]([C:21]4[CH:27]=[CH:26][CH:25]=[CH:24][C:22]=4[NH2:23])[S:18][C:15]3=[N:16][CH:17]=2)[CH2:7][CH2:6]1.[C:28]1([C:34]2[S:35][CH:36]=[C:37]([C:39](O)=[O:40])[N:38]=2)[CH:33]=[CH:32][CH:31]=[CH:30][CH:29]=1.CN(C(ON1N=NC2C=CC=NC1=2)=[N+](C)C)C.F[P-](F)(F)(F)(F)F.CCN(C(C)C)C(C)C, predict the reaction product. The product is: [CH3:1][O:2][CH2:3][CH2:4][N:5]1[CH2:10][CH2:9][N:8]([CH2:11][C:12]2[CH:13]=[C:14]3[N:20]=[C:19]([C:21]4[CH:27]=[CH:26][CH:25]=[CH:24][C:22]=4[NH:23][C:39]([C:37]4[N:38]=[C:34]([C:28]5[CH:29]=[CH:30][CH:31]=[CH:32][CH:33]=5)[S:35][CH:36]=4)=[O:40])[S:18][C:15]3=[N:16][CH:17]=2)[CH2:7][CH2:6]1. (8) Given the reactants [BH4-].[Na+].[CH2:3]([O:5][C:6]1[CH:11]=[C:10]([C:12](OCC)=[O:13])[CH:9]=[CH:8][N:7]=1)[CH3:4], predict the reaction product. The product is: [CH2:3]([O:5][C:6]1[CH:11]=[C:10]([CH2:12][OH:13])[CH:9]=[CH:8][N:7]=1)[CH3:4].